This data is from Forward reaction prediction with 1.9M reactions from USPTO patents (1976-2016). The task is: Predict the product of the given reaction. (1) Given the reactants Br[CH2:2][C:3]1[CH:13]=[CH:12][C:11]([O:14][CH:15]([F:17])[F:16])=[CH:10][C:4]=1[C:5]([O:7]CC)=O.[NH2:18][C:19]1[CH:20]=[C:21]2[C:25](=[CH:26][CH:27]=1)[CH2:24][CH2:23][CH2:22]2.[O-]CC.[Na+], predict the reaction product. The product is: [F:17][CH:15]([F:16])[O:14][C:11]1[CH:10]=[C:4]2[C:3]([CH2:2][N:18]([C:19]3[CH:20]=[C:21]4[C:25](=[CH:26][CH:27]=3)[CH2:24][CH2:23][CH2:22]4)[C:5]2=[O:7])=[CH:13][CH:12]=1. (2) The product is: [Cl:1][C:2]1[CH:24]=[N:23][CH:22]=[CH:21][C:3]=1[C:4]1[O:5][C:15]2[CH:14]=[C:13]3[C:12]([F:17])([F:18])[O:11][C:10]([F:19])([F:20])[C:9]3=[CH:8][C:7]=2[N:6]=1. Given the reactants [Cl:1][C:2]1[CH:24]=[N:23][CH:22]=[CH:21][C:3]=1[C:4]([NH:6][C:7]1[CH:8]=[C:9]2[C:13](=[CH:14][C:15]=1O)[C:12]([F:18])([F:17])[O:11][C:10]2([F:20])[F:19])=[O:5].O1CCCC1.C1(P(C2C=CC=CC=2)C2C=CC=CC=2)C=CC=CC=1.N(C(OCC)=O)=NC(OCC)=O, predict the reaction product. (3) Given the reactants [Cl:1][C:2]1[CH:3]=[CH:4][C:5](=[O:8])[NH:6][N:7]=1.[C:9]([O-])([O-])=O.[Cs+].[Cs+].CI, predict the reaction product. The product is: [Cl:1][C:2]1[CH:3]=[CH:4][C:5](=[O:8])[N:6]([CH3:9])[N:7]=1. (4) Given the reactants [Cl:1][C:2]1[N:7]=[CH:6][C:5]([CH2:8][N:9]2[CH2:14][CH:13](O)[CH2:12][CH:11]3[O:16][C:17](=[O:19])[CH:18]=[C:10]23)=[CH:4][CH:3]=1.C1(P(C2C=CC=CC=2)C2C=CC=CC=2)C=CC=CC=1.C(Cl)(Cl)(Cl)[Cl:40], predict the reaction product. The product is: [Cl:1][C:2]1[N:7]=[CH:6][C:5]([CH2:8][N:9]2[CH2:14][CH:13]([Cl:40])[CH2:12][CH:11]3[O:16][C:17](=[O:19])[CH:18]=[C:10]23)=[CH:4][CH:3]=1. (5) Given the reactants [CH2:1]([OH:10])[CH2:2][CH2:3][CH2:4][CH2:5][CH2:6][CH2:7][CH2:8][OH:9].[H][H].[Br:13][C:14]1[CH:21]=[CH:20][C:17]([CH2:18]Br)=[CH:16][CH:15]=1.[I-].[K+], predict the reaction product. The product is: [Br:13][C:14]1[CH:21]=[CH:20][C:17]([CH2:18][O:9][CH2:8][CH2:7][CH2:6][CH2:5][CH2:4][CH2:3][CH2:2][CH2:1][OH:10])=[CH:16][CH:15]=1. (6) Given the reactants [NH2:1][CH2:2][C@@H:3]1[CH2:8][CH2:7][CH2:6][N:5]([CH2:9][C:10]2[CH:31]=[CH:30][C:13]([C:14]([NH:16][CH2:17][C:18]3[CH:23]=[C:22]([Cl:24])[CH:21]=[CH:20][C:19]=3[S:25]([CH2:28][CH3:29])(=[O:27])=[O:26])=[O:15])=[CH:12][C:11]=2[C:32]([F:35])([F:34])[F:33])[CH2:4]1, predict the reaction product. The product is: [Cl:24][C:22]1[CH:21]=[CH:20][C:19]([S:25]([CH2:28][CH3:29])(=[O:27])=[O:26])=[C:18]([CH:23]=1)[CH2:17][NH:16][C:14](=[O:15])[C:13]1[CH:30]=[CH:31][C:10]([CH2:9][N:5]2[CH2:6][CH2:7][CH2:8][C@@H:3]([CH2:2][NH:1][S:25]([CH3:19])(=[O:27])=[O:26])[CH2:4]2)=[C:11]([C:32]([F:34])([F:33])[F:35])[CH:12]=1. (7) Given the reactants [CH3:1][C:2]([O:5][C:6]([NH:8][CH:9]1[CH2:15][CH2:14][C:12](=O)[CH2:11][CH2:10]1)=[O:7])([CH3:4])[CH3:3].[NH2:16][C:17]1[CH:22]=[CH:21][CH:20]=[CH:19][C:18]=1[OH:23].CC(O)=O.C(O[BH-](OC(=O)C)OC(=O)C)(=O)C.[Na+].C(=O)([O-])[O-].[Na+].[Na+], predict the reaction product. The product is: [C:2]([O:5][C:6](=[O:7])[NH:8][CH:9]1[CH2:15][CH2:14][CH:12]([NH:16][C:17]2[CH:22]=[CH:21][CH:20]=[CH:19][C:18]=2[OH:23])[CH2:11][CH2:10]1)([CH3:4])([CH3:3])[CH3:1].